Dataset: Reaction yield outcomes from USPTO patents with 853,638 reactions. Task: Predict the reaction yield, written as a fraction of the theoretical maximum amount of product (1.0 means a 100% yield; for example, 0.34 means a 34% yield). (1) The reactants are Cl[C:2]1[N:7]=[C:6](Cl)[C:5]([F:9])=[CH:4][N:3]=1.[N+:10]([C:13]1[CH:14]=[C:15]([CH:17]=[CH:18][CH:19]=1)[NH2:16])([O-:12])=[O:11]. The catalyst is CO.O. The product is [N+:10]([C:13]1[CH:14]=[C:15]([NH:16][C:2]2[N:7]=[C:6]([NH:16][C:15]3[CH:17]=[CH:18][CH:19]=[C:13]([N+:10]([O-:12])=[O:11])[CH:14]=3)[C:5]([F:9])=[CH:4][N:3]=2)[CH:17]=[CH:18][CH:19]=1)([O-:12])=[O:11]. The yield is 0.760. (2) The reactants are [CH3:1][N:2]1[CH2:7][CH2:6][NH:5][CH2:4][CH2:3]1.[C:8](#[N:10])[CH3:9].C([O-])([O-])=O.[K+].[K+].ClCC#N. The catalyst is C(OCC)(=O)C. The product is [CH3:1][N:2]1[CH2:7][CH2:6][N:5]([CH2:9][C:8]#[N:10])[CH2:4][CH2:3]1. The yield is 0.990. (3) The reactants are [O:1]=[S:2]1(=[O:19])[N:7]([C:8]2[CH:17]=[CH:16][C:11]([C:12]([O:14]C)=[O:13])=[C:10]([F:18])[CH:9]=2)[CH2:6][CH2:5][O:4][CH2:3]1.[OH-].[Na+].Cl. The catalyst is C1COCC1.CO. The product is [O:19]=[S:2]1(=[O:1])[N:7]([C:8]2[CH:17]=[CH:16][C:11]([C:12]([OH:14])=[O:13])=[C:10]([F:18])[CH:9]=2)[CH2:6][CH2:5][O:4][CH2:3]1. The yield is 0.790. (4) The reactants are [Cl:1][C:2]1[CH:7]=[CH:6][CH:5]=[CH:4][C:3]=1/[CH:8]=[CH:9]/[CH3:10].CC[C@H]1[C@H]2C[C@H]([C@H](OC3C4C(=CC=CC=4)C(O[C@H](C4C=CN=C5C=4C=C(OC)C=C5)[C@@H]4N5C[C@H](CC)[C@@H](CC5)C4)=NN=3)C3C=CN=C4C=3C=C([O:32]C)C=C4)N(CC2)C1.CC(O)(C)C.[OH2:74]. No catalyst specified. The product is [Cl:1][C:2]1[CH:7]=[CH:6][CH:5]=[CH:4][C:3]=1[C@H:8]([OH:32])[C@@H:9]([OH:74])[CH3:10]. The yield is 0.900. (5) The reactants are [CH3:1][C:2]1[CH:10]=[C:9]([F:11])[C:8]([N+:12]([O-])=O)=[CH:7][C:3]=1[C:4]([OH:6])=[O:5]. The catalyst is C(O)C.[Pd]. The product is [CH3:1][C:2]1[CH:10]=[C:9]([F:11])[C:8]([NH2:12])=[CH:7][C:3]=1[C:4]([OH:6])=[O:5]. The yield is 0.970. (6) The reactants are [CH:1]1([CH2:4][O:5][C@H:6]2[C@H:14]([CH3:15])[O:13][C:12](=[O:16])[C@@H:11]([NH:17][C:18](=[O:28])[C:19]3[C:24]([OH:25])=[C:23]([O:26][CH3:27])[CH:22]=[CH:21][N:20]=3)[CH2:10][CH2:9][CH2:8][C@@H:7]2[CH2:29][C:30]2[CH:35]=[CH:34][C:33]([O:36][CH3:37])=[CH:32][CH:31]=2)[CH2:3][CH2:2]1.CCN(CC)CC.[CH3:45][O:46][CH2:47][CH2:48][C:49](Cl)=[O:50]. The catalyst is CN(C1C=CN=CC=1)C.C(Cl)Cl. The product is [CH3:45][O:46][CH2:47][CH2:48][C:49]([O:25][C:24]1[C:19]([C:18](=[O:28])[NH:17][C@H:11]2[CH2:10][CH2:9][CH2:8][C@H:7]([CH2:29][C:30]3[CH:31]=[CH:32][C:33]([O:36][CH3:37])=[CH:34][CH:35]=3)[C@@H:6]([O:5][CH2:4][CH:1]3[CH2:3][CH2:2]3)[C@H:14]([CH3:15])[O:13][C:12]2=[O:16])=[N:20][CH:21]=[CH:22][C:23]=1[O:26][CH3:27])=[O:50]. The yield is 0.780. (7) The yield is 0.640. The reactants are I[C:2]1[CH:3]=[CH:4][C:5]2[N:6]([CH:8]=[C:9]([NH:11][C:12]([CH:14]3[CH2:16][CH2:15]3)=[O:13])[N:10]=2)[N:7]=1.[NH2:17][C:18]1[C:19]([Cl:26])=[C:20]([OH:25])[C:21]([CH3:24])=[CH:22][CH:23]=1.C(=O)([O-])[O-].[K+].[K+]. The catalyst is CN(C)C=O.O. The product is [NH2:17][C:18]1[C:19]([Cl:26])=[C:20]([C:21]([CH3:24])=[CH:22][CH:23]=1)[O:25][C:2]1[CH:3]=[CH:4][C:5]2[N:6]([CH:8]=[C:9]([NH:11][C:12]([CH:14]3[CH2:16][CH2:15]3)=[O:13])[N:10]=2)[N:7]=1. (8) The reactants are Cl.[NH2:2][C@H:3]1[CH2:8][CH2:7][CH2:6][NH:5][C:4]1=[O:9].C([O-])([O-])=O.[Na+].[Na+].[CH3:16][C:17]1([C:23](Cl)=[O:24])[CH2:22][CH2:21][CH2:20][CH2:19][CH2:18]1. The catalyst is O.ClCCl. The product is [CH3:16][C:17]1([C:23]([NH:2][C@H:3]2[CH2:8][CH2:7][CH2:6][NH:5][C:4]2=[O:9])=[O:24])[CH2:22][CH2:21][CH2:20][CH2:19][CH2:18]1. The yield is 0.420. (9) The reactants are [CH2:1]([N:8]1[C:14](=[O:15])[C:13]2[CH:16]=[C:17](Br)[CH:18]=[CH:19][C:12]=2[NH:11][C:10](=[O:21])[CH2:9]1)[C:2]1[CH:7]=[CH:6][CH:5]=[CH:4][CH:3]=1.[F:22][C:23]([F:34])([F:33])[C:24]1[CH:29]=[CH:28][C:27](B(O)O)=[CH:26][CH:25]=1.C(=O)([O-])[O-].[K+].[K+].O. The catalyst is CN(C=O)C.C(OCC)(=O)C.C1C=CC(P(C2C=CC=CC=2)[C-]2C=CC=C2)=CC=1.C1C=CC(P(C2C=CC=CC=2)[C-]2C=CC=C2)=CC=1.Cl[Pd]Cl.[Fe+2]. The product is [CH2:1]([N:8]1[C:14](=[O:15])[C:13]2[CH:16]=[C:17]([C:27]3[CH:28]=[CH:29][C:24]([C:23]([F:34])([F:33])[F:22])=[CH:25][CH:26]=3)[CH:18]=[CH:19][C:12]=2[NH:11][C:10](=[O:21])[CH2:9]1)[C:2]1[CH:7]=[CH:6][CH:5]=[CH:4][CH:3]=1. The yield is 0.750. (10) The reactants are C[O:2][C:3](=[O:16])[CH2:4][CH2:5][N:6]1[C:10]2[CH:11]=[CH:12][CH:13]=[CH:14][C:9]=2[NH:8][C:7]1=[O:15].[H-].[Na+].Br[CH2:20][C:21]1[C:26]2[S:27][CH:28]=[CH:29][C:25]=2[CH:24]=[CH:23][CH:22]=1. The catalyst is CC(N(C)C)=O.C(OCC)(=O)C. The product is [S:27]1[C:26]2[C:21]([CH2:20][N:8]3[C:9]4[CH:14]=[CH:13][CH:12]=[CH:11][C:10]=4[N:6]([CH2:5][CH2:4][C:3]([OH:2])=[O:16])[C:7]3=[O:15])=[CH:22][CH:23]=[CH:24][C:25]=2[CH:29]=[CH:28]1. The yield is 0.0600.